From a dataset of Full USPTO retrosynthesis dataset with 1.9M reactions from patents (1976-2016). Predict the reactants needed to synthesize the given product. (1) The reactants are: [CH3:1][C:2]1[CH:31]=[CH:30][C:29]([CH3:32])=[CH:28][C:3]=1[C:4]([C:6]1[CH:14]=[C:13]([C:15]([OH:17])=[O:16])[C:12]([C:18](=O)[C:19]2[CH:24]=[C:23]([CH3:25])[CH:22]=[CH:21][C:20]=2[CH3:26])=[CH:11][C:7]=1[C:8]([OH:10])=[O:9])=O.[H][H]. Given the product [CH3:1][C:2]1[CH:31]=[CH:30][C:29]([CH3:32])=[CH:28][C:3]=1[CH2:4][C:6]1[CH:14]=[C:13]([C:15]([OH:17])=[O:16])[C:12]([CH2:18][C:19]2[CH:24]=[C:23]([CH3:25])[CH:22]=[CH:21][C:20]=2[CH3:26])=[CH:11][C:7]=1[C:8]([OH:10])=[O:9], predict the reactants needed to synthesize it. (2) Given the product [CH2:10]([N:4]1[CH2:1][C@H:2]2[C@:6]([OH:7])([CH2:3]2)[CH2:5]1)[C:11]1[CH:16]=[CH:15][CH:14]=[CH:13][CH:12]=1, predict the reactants needed to synthesize it. The reactants are: [CH2:1]([N:4]([CH2:10][C:11]1[CH:16]=[CH:15][CH:14]=[CH:13][CH:12]=1)[CH2:5][C:6](OC)=[O:7])[CH:2]=[CH2:3].C1([Mg]Cl)CCCC1. (3) Given the product [N:1]1([C:6]2[N:11]=[C:10]([NH:12][C:13]3[CH:18]=[C:17]([NH:23][C@@H:24]4[CH2:29][CH2:28][CH2:27][CH2:26][C@@H:25]4[NH:30][C:31](=[O:37])[O:32][C:33]([CH3:35])([CH3:34])[CH3:36])[N:16]=[N:15][C:14]=3[C:20](=[O:21])[NH2:22])[CH:9]=[CH:8][CH:7]=2)[CH:5]=[CH:4][CH:3]=[N:2]1, predict the reactants needed to synthesize it. The reactants are: [N:1]1([C:6]2[N:11]=[C:10]([NH:12][C:13]3[CH:18]=[C:17](Cl)[N:16]=[N:15][C:14]=3[C:20]([NH2:22])=[O:21])[CH:9]=[CH:8][CH:7]=2)[CH:5]=[CH:4][CH:3]=[N:2]1.[NH2:23][C@@H:24]1[CH2:29][CH2:28][CH2:27][CH2:26][C@@H:25]1[NH:30][C:31](=[O:37])[O:32][C:33]([CH3:36])([CH3:35])[CH3:34].